Dataset: Catalyst prediction with 721,799 reactions and 888 catalyst types from USPTO. Task: Predict which catalyst facilitates the given reaction. (1) Reactant: Br.Br[CH2:3][C:4]([C:6]1[CH:11]=[CH:10][N:9]=[CH:8][CH:7]=1)=O.[OH:12][C:13]1[CH:18]=[CH:17][C:16]([NH:19][C:20]([NH2:22])=[S:21])=[CH:15][CH:14]=1.N. Product: [N:9]1[CH:10]=[CH:11][C:6]([C:4]2[N:22]=[C:20]([NH:19][C:16]3[CH:17]=[CH:18][C:13]([OH:12])=[CH:14][CH:15]=3)[S:21][CH:3]=2)=[CH:7][CH:8]=1. The catalyst class is: 88. (2) Reactant: Cl.[NH2:2][C@H:3]([C:9]([OH:11])=[O:10])[CH2:4][CH2:5][CH2:6][CH2:7][NH2:8].C(=O)([O-])[O-].[K+].[K+].O.[C:19](Cl)(=[O:33])[CH2:20][CH2:21][CH2:22][CH2:23][CH2:24][CH2:25][CH2:26][CH2:27][CH2:28][CH2:29][C:30](Cl)=O. Product: [C:19]([NH2:2])(=[O:33])[CH2:20][CH2:21][CH2:22][CH2:23][CH2:24][CH2:25][CH2:26][CH2:27][CH2:28][CH2:29][CH3:30].[NH2:2][C@H:3]([C:9]([OH:11])=[O:10])[CH2:4][CH2:5][CH2:6][CH2:7][NH2:8]. The catalyst class is: 22. (3) Reactant: [CH3:1][O:2][C:3]1[CH:22]=[CH:21][C:6]([CH2:7][O:8][C:9]2[C:10](=[O:20])[CH:11]=[C:12]3[C:17](=[O:18])[NH:16][CH2:15][CH2:14][N:13]3[CH:19]=2)=[CH:5][CH:4]=1.[H-].[Na+].Cl.Cl[CH2:27][CH2:28][N:29]1[CH2:33][CH2:32][CH2:31][CH2:30]1.C(N(CC)CC)C. Product: [CH3:1][O:2][C:3]1[CH:4]=[CH:5][C:6]([CH2:7][O:8][C:9]2[C:10](=[O:20])[CH:11]=[C:12]3[C:17](=[O:18])[N:16]([CH2:27][CH2:28][N:29]4[CH2:33][CH2:32][CH2:31][CH2:30]4)[CH2:15][CH2:14][N:13]3[CH:19]=2)=[CH:21][CH:22]=1. The catalyst class is: 9. (4) Reactant: [OH-].[Li+].[CH2:3]([N:7]([CH2:13][C:14]1[CH:19]=[CH:18][CH:17]=[C:16]([C:20]2[N:24]=[C:23]([CH3:25])[O:22][N:21]=2)[CH:15]=1)[C:8](=[O:12])[C:9]([O-:11])=[O:10])[CH:4]([CH3:6])[CH3:5].Cl. Product: [CH2:3]([N:7]([CH2:13][C:14]1[CH:19]=[CH:18][CH:17]=[C:16]([C:20]2[N:24]=[C:23]([CH3:25])[O:22][N:21]=2)[CH:15]=1)[C:8](=[O:12])[C:9]([OH:11])=[O:10])[CH:4]([CH3:6])[CH3:5]. The catalyst class is: 30. (5) Product: [Br:31][C:26]1[C:27]([CH3:30])=[N:28][O:29][C:25]=1[NH:24][S:2]([C:5]1[S:6][C:7]([C:10]2[CH:15]=[C:14]([C:16]([F:19])([F:18])[F:17])[CH:13]=[C:12]([C:20]([F:23])([F:22])[F:21])[CH:11]=2)=[CH:8][CH:9]=1)(=[O:4])=[O:3]. Reactant: Cl[S:2]([C:5]1[S:6][C:7]([C:10]2[CH:15]=[C:14]([C:16]([F:19])([F:18])[F:17])[CH:13]=[C:12]([C:20]([F:23])([F:22])[F:21])[CH:11]=2)=[CH:8][CH:9]=1)(=[O:4])=[O:3].[NH2:24][C:25]1[O:29][N:28]=[C:27]([CH3:30])[C:26]=1[Br:31]. The catalyst class is: 254. (6) Reactant: [C:1]([C:6]1[CH:11]=[CH:10][C:9]([NH:12][C:13](=[O:15])[CH3:14])=[CH:8][CH:7]=1)(=[O:5])[CH2:2][CH2:3][CH3:4].[Br:16]Br. Product: [Br:16][CH:2]([CH2:3][CH3:4])[C:1]([C:6]1[CH:11]=[CH:10][C:9]([NH:12][C:13](=[O:15])[CH3:14])=[CH:8][CH:7]=1)=[O:5]. The catalyst class is: 2. (7) Reactant: C[O-].[Na+].C[O:5][C:6](=[O:21])[CH:7]([O:12][C:13]1[CH:18]=[CH:17][CH:16]=[CH:15][C:14]=1[O:19][CH3:20])[C:8]([O:10]C)=[O:9].Cl.[C:23]([C:26]1[CH:31]=[CH:30][N:29]=[CH:28][CH:27]=1)(=[NH:25])[NH2:24]. Product: [CH3:20][O:19][C:14]1[CH:15]=[CH:16][CH:17]=[CH:18][C:13]=1[O:12][C:7]1[C:6]([OH:21])=[N:24][C:23]([C:26]2[CH:31]=[CH:30][N:29]=[CH:28][CH:27]=2)=[N:25][C:8]=1[OH:10].[CH3:20][O:19][C:14]1[CH:15]=[CH:16][CH:17]=[CH:18][C:13]=1[O:12][CH:7]1[C:6](=[O:5])[NH:24][CH:23]([C:26]2[CH:31]=[CH:30][N:29]=[CH:28][CH:27]=2)[NH:25][C:8]1=[O:9]. The catalyst class is: 5. (8) Reactant: [CH:1]1([CH2:7][CH:8]([C:10]2[CH:11]=[N:12][C:13]([C:16]3[CH:21]=[CH:20][C:19]([C:22]([F:25])([F:24])[F:23])=[CH:18][CH:17]=3)=[CH:14][CH:15]=2)O)[CH2:6][CH2:5][CH2:4][CH2:3][CH2:2]1.N(C(N1CCCCC1)=O)=NC(N1CCCCC1)=O.C(P(CCCC)CCCC)CCC.[SH:57][C:58]1[CH:67]=[CH:66][C:61]([C:62]([O:64][CH3:65])=[O:63])=[CH:60][CH:59]=1. Product: [CH3:65][O:64][C:62](=[O:63])[C:61]1[CH:66]=[CH:67][C:58]([S:57][CH:8]([C:10]2[CH:11]=[N:12][C:13]([C:16]3[CH:21]=[CH:20][C:19]([C:22]([F:25])([F:24])[F:23])=[CH:18][CH:17]=3)=[CH:14][CH:15]=2)[CH2:7][CH:1]2[CH2:6][CH2:5][CH2:4][CH2:3][CH2:2]2)=[CH:59][CH:60]=1. The catalyst class is: 182.